Dataset: Catalyst prediction with 721,799 reactions and 888 catalyst types from USPTO. Task: Predict which catalyst facilitates the given reaction. (1) Reactant: C[N:2](C)[C:3]1[CH:8]=[N:7][N:6]([CH:9]2[CH2:14][C:13]([CH3:16])([CH3:15])[CH2:12][C:11]([CH3:18])([CH3:17])[CH2:10]2)[C:5](=[O:19])[C:4]=1[CH:20]=O.[NH2:23]N.O. Product: [CH3:18][C:11]1([CH3:17])[CH2:12][C:13]([CH3:15])([CH3:16])[CH2:14][CH:9]([N:6]2[C:5](=[O:19])[C:4]3[CH:20]=[N:23][NH:2][C:3]=3[CH:8]=[N:7]2)[CH2:10]1. The catalyst class is: 14. (2) Reactant: [NH2:1][C:2]1[CH:7]=[CH:6][C:5]([C:8]([CH3:12])([CH3:11])[C:9]#[N:10])=[CH:4][C:3]=1[O:13][CH3:14].[CH3:15][O:16][C:17]1[CH:18]=[C:19]([CH:23]=[CH:24][C:25]=1[O:26][CH3:27])[C:20](Cl)=[O:21].C(N(CC)CC)C. Product: [C:9]([C:8]([CH3:12])([CH3:11])[C:5]1[CH:6]=[CH:7][C:2]([NH:1][C:20](=[O:21])[C:19]2[CH:23]=[CH:24][C:25]([O:26][CH3:27])=[C:17]([O:16][CH3:15])[CH:18]=2)=[C:3]([O:13][CH3:14])[CH:4]=1)#[N:10]. The catalyst class is: 2.